This data is from Full USPTO retrosynthesis dataset with 1.9M reactions from patents (1976-2016). The task is: Predict the reactants needed to synthesize the given product. (1) Given the product [C:20]([N:6]1[C:14]2[C:9](=[CH:10][CH:11]=[CH:12][CH:13]=2)[CH:8]=[C:7]1[S:15]([O-:18])(=[O:16])=[O:17])(=[O:22])[CH3:21].[Na+:5], predict the reactants needed to synthesize it. The reactants are: S(=O)(O)[O-].[Na+:5].[NH:6]1[C:14]2[C:9](=[CH:10][CH:11]=[CH:12][CH:13]=2)[CH:8]=[C:7]1[S:15]([O-:18])(=[O:17])=[O:16].[Na+].[C:20](OC(=O)C)(=[O:22])[CH3:21]. (2) Given the product [CH3:1][C:2]1[C:6]2[CH:7]=[C:8]([C:11]([F:14])([F:12])[F:13])[CH:9]=[CH:10][C:5]=2[S:4][C:3]=1[CH:15]([CH2:22][CH2:23][CH2:24][CH3:25])[CH2:16][C:17]([O:19][CH2:20][CH3:21])=[O:18], predict the reactants needed to synthesize it. The reactants are: [CH3:1][C:2]1[C:6]2[CH:7]=[C:8]([C:11]([F:14])([F:13])[F:12])[CH:9]=[CH:10][C:5]=2[S:4][C:3]=1[C:15]([CH2:22][CH2:23][CH2:24][CH3:25])=[CH:16][C:17]([O:19][CH2:20][CH3:21])=[O:18].